Regression. Given two drug SMILES strings and cell line genomic features, predict the synergy score measuring deviation from expected non-interaction effect. From a dataset of NCI-60 drug combinations with 297,098 pairs across 59 cell lines. (1) Drug 1: C1=NC2=C(N1)C(=S)N=C(N2)N. Cell line: CAKI-1. Synergy scores: CSS=48.6, Synergy_ZIP=-1.32, Synergy_Bliss=-1.15, Synergy_Loewe=-5.29, Synergy_HSA=1.24. Drug 2: C1=CC(=CC=C1C#N)C(C2=CC=C(C=C2)C#N)N3C=NC=N3. (2) Drug 1: C1CCC(C(C1)N)N.C(=O)(C(=O)[O-])[O-].[Pt+4]. Drug 2: C1CN(P(=O)(OC1)NCCCl)CCCl. Cell line: SK-MEL-5. Synergy scores: CSS=7.20, Synergy_ZIP=-18.4, Synergy_Bliss=-42.8, Synergy_Loewe=-33.2, Synergy_HSA=-39.1. (3) Drug 1: C1C(C(OC1N2C=C(C(=O)NC2=O)F)CO)O. Drug 2: CN1C2=C(C=C(C=C2)N(CCCl)CCCl)N=C1CCCC(=O)O.Cl. Cell line: A498. Synergy scores: CSS=7.45, Synergy_ZIP=-4.36, Synergy_Bliss=1.65, Synergy_Loewe=-17.5, Synergy_HSA=-1.96. (4) Drug 1: CC1=C(N=C(N=C1N)C(CC(=O)N)NCC(C(=O)N)N)C(=O)NC(C(C2=CN=CN2)OC3C(C(C(C(O3)CO)O)O)OC4C(C(C(C(O4)CO)O)OC(=O)N)O)C(=O)NC(C)C(C(C)C(=O)NC(C(C)O)C(=O)NCCC5=NC(=CS5)C6=NC(=CS6)C(=O)NCCC[S+](C)C)O. Drug 2: CC(C)NC(=O)C1=CC=C(C=C1)CNNC.Cl. Cell line: SF-539. Synergy scores: CSS=42.1, Synergy_ZIP=2.21, Synergy_Bliss=0.609, Synergy_Loewe=-32.3, Synergy_HSA=-1.19.